Dataset: Full USPTO retrosynthesis dataset with 1.9M reactions from patents (1976-2016). Task: Predict the reactants needed to synthesize the given product. (1) The reactants are: [F:1][C:2]1[CH:3]=[C:4]([C@@H:9]([CH3:11])O)[CH:5]=[CH:6][C:7]=1[F:8].CS(Cl)(=O)=O.S([O-])(=O)(=O)C.[CH3:22][C@@H:23]1[CH2:28][NH:27][CH2:26][CH2:25][NH:24]1. Given the product [F:1][C:2]1[CH:3]=[C:4]([C@@H:9]([N:27]2[CH2:26][CH2:25][NH:24][C@H:23]([CH3:22])[CH2:28]2)[CH3:11])[CH:5]=[CH:6][C:7]=1[F:8], predict the reactants needed to synthesize it. (2) The reactants are: [F:1][C:2]1[CH:7]=[CH:6][C:5]([CH2:8][C:9]2[CH:18]=[C:17]3[C:12]([C:13]([OH:35])=[C:14]([C:30](OCC)=[O:31])[C:15](=[O:29])[N:16]3[CH2:19][CH2:20][CH2:21][N:22]3[CH2:27][CH2:26][CH2:25][CH2:24][C:23]3=[O:28])=[N:11][CH:10]=2)=[CH:4][CH:3]=1.[NH2:36][CH2:37][C@@H:38]([OH:40])[CH3:39]. Given the product [F:1][C:2]1[CH:7]=[CH:6][C:5]([CH2:8][C:9]2[CH:18]=[C:17]3[C:12]([C:13]([OH:35])=[C:14]([C:30]([NH:36][CH2:37][C@@H:38]([OH:40])[CH3:39])=[O:31])[C:15](=[O:29])[N:16]3[CH2:19][CH2:20][CH2:21][N:22]3[CH2:27][CH2:26][CH2:25][CH2:24][C:23]3=[O:28])=[N:11][CH:10]=2)=[CH:4][CH:3]=1, predict the reactants needed to synthesize it. (3) Given the product [C:9]([O:13][C:14]([CH:15]([NH:16][C:5]([CH2:4][CH2:3][CH2:2][C:1]([OH:7])=[O:8])=[O:6])[CH2:17][C:18]1[CH:19]=[CH:20][CH:21]=[CH:22][CH:23]=1)=[O:24])([CH3:12])([CH3:10])[CH3:11], predict the reactants needed to synthesize it. The reactants are: [C:1]1(=[O:8])[O:7][C:5](=[O:6])[CH2:4][CH2:3][CH2:2]1.[C:9]([O:13][C:14](=[O:24])[C@H:15]([CH2:17][C:18]1[CH:23]=[CH:22][CH:21]=[CH:20][CH:19]=1)[NH2:16])([CH3:12])([CH3:11])[CH3:10].C(N(CC)CC)C. (4) Given the product [Si:23]([O:30][C@@H:31]1[C@@H:36]([CH3:37])[CH2:35][N:34]([C:38]2[CH:43]=[CH:42][N:41]=[CH:40][C:39]=2[NH:44][C:45]2[N:10]3[N:11]=[C:12]([C:15]4[C:20]([F:21])=[CH:19][CH:18]=[CH:17][C:16]=4[F:22])[CH:13]=[CH:14][C:9]3=[CH:8][N:5]=2)[CH2:33][C@H:32]1[NH:47][C:48](=[O:54])[O:49][C:50]([CH3:53])([CH3:52])[CH3:51])([C:26]([CH3:27])([CH3:28])[CH3:29])([CH3:24])[CH3:25], predict the reactants needed to synthesize it. The reactants are: P(C)(C)C.[N:5]([CH2:8][C:9]1[N:10]=[N:11][C:12]([C:15]2[C:20]([F:21])=[CH:19][CH:18]=[CH:17][C:16]=2[F:22])=[CH:13][CH:14]=1)=[N+]=[N-].[Si:23]([O:30][C@@H:31]1[C@@H:36]([CH3:37])[CH2:35][N:34]([C:38]2[CH:43]=[CH:42][N:41]=[CH:40][C:39]=2[N:44]=[C:45]=S)[CH2:33][C@H:32]1[NH:47][C:48](=[O:54])[O:49][C:50]([CH3:53])([CH3:52])[CH3:51])([C:26]([CH3:29])([CH3:28])[CH3:27])([CH3:25])[CH3:24]. (5) Given the product [Cl:1][C:2]1[CH:3]=[CH:4][C:5]([O:9][CH2:10][C:11]2[O:15][CH:14]=[N:13][CH:12]=2)=[C:6]([NH:8][C:35]([C:28]2[CH:27]=[N:26][N:30]3[CH:31]=[CH:32][CH:33]=[N:34][C:29]=23)=[O:36])[CH:7]=1, predict the reactants needed to synthesize it. The reactants are: [Cl:1][C:2]1[CH:3]=[CH:4][C:5]([O:9][CH2:10][C:11]2[O:15][C:14]([Si](C(C)C)(C(C)C)C(C)C)=[N:13][CH:12]=2)=[C:6]([NH2:8])[CH:7]=1.[N:26]1[N:30]2[CH:31]=[CH:32][CH:33]=[N:34][C:29]2=[C:28]([C:35](O)=[O:36])[CH:27]=1.CN(C(ON1N=NC2C=CC=CC1=2)=[N+](C)C)C.F[P-](F)(F)(F)(F)F.[OH-].[Na+].